From a dataset of M1 muscarinic receptor antagonist screen with 61,756 compounds. Binary Classification. Given a drug SMILES string, predict its activity (active/inactive) in a high-throughput screening assay against a specified biological target. (1) The molecule is Clc1c(OCCn2ccnc2)ccc(Cl)c1. The result is 1 (active). (2) The molecule is S(=O)(=O)(N1CCN(C1)C(=O)CSc1sc(nn1)C)c1ccc(cc1)C. The result is 0 (inactive).